The task is: Regression/Classification. Given a drug SMILES string, predict its absorption, distribution, metabolism, or excretion properties. Task type varies by dataset: regression for continuous measurements (e.g., permeability, clearance, half-life) or binary classification for categorical outcomes (e.g., BBB penetration, CYP inhibition). Dataset: cyp1a2_veith.. This data is from CYP1A2 inhibition data for predicting drug metabolism from PubChem BioAssay. (1) The molecule is COC(=O)[C@@]1(Cc2ccccc2)[C@H]2c3cc(C(=O)N4CCCC4)n(Cc4ccc(OC)c(OC)c4)c3C[C@H]2CN1C(=O)c1ccccc1. The result is 0 (non-inhibitor). (2) The result is 1 (inhibitor). The drug is Cc1cc(NC(=O)c2ccc(S(=O)(=O)Nc3ccccc3)cc2)no1. (3) The compound is CCS(=O)(=O)c1ccc2c(c1)N(S(C)(=O)=O)CC(C(=O)NCCOC)O2. The result is 0 (non-inhibitor).